Dataset: Catalyst prediction with 721,799 reactions and 888 catalyst types from USPTO. Task: Predict which catalyst facilitates the given reaction. (1) Reactant: Cl[CH2:2][C:3]1[O:4][C:5]([C:8]2[CH:13]=[CH:12][C:11]([CH3:14])=[CH:10][CH:9]=2)=[N:6][N:7]=1.[Cl:15][C:16]1[CH:21]=[CH:20][CH:19]=[CH:18][C:17]=1[N:22]1[C:26]([C:27]2[CH:32]=[CH:31][C:30]([F:33])=[CH:29][C:28]=2[F:34])=[N:25][N:24]=[C:23]1[SH:35].C([O-])([O-])=O.[K+].[K+]. Product: [C:11]1([CH3:14])[CH:12]=[CH:13][C:8]([C:5]2[O:4][C:3]([CH2:2][S:35][C:23]3[N:22]([C:17]4[CH:18]=[CH:19][CH:20]=[CH:21][C:16]=4[Cl:15])[C:26]([C:27]4[CH:32]=[CH:31][C:30]([F:33])=[CH:29][C:28]=4[F:34])=[N:25][N:24]=3)=[N:7][N:6]=2)=[CH:9][CH:10]=1. The catalyst class is: 10. (2) Reactant: [NH2:1][C:2]1[CH:7]=[C:6]([F:8])[C:5]([F:9])=[CH:4][C:3]=1[NH2:10].[Cl:11][C:12]1[C:13]([N:17]=[C:18]=[S:19])=[CH:14][S:15][CH:16]=1. Product: [NH2:1][C:2]1[CH:7]=[C:6]([F:8])[C:5]([F:9])=[CH:4][C:3]=1[NH:10][C:18]([NH:17][C:13]1[C:12]([Cl:11])=[CH:16][S:15][CH:14]=1)=[S:19]. The catalyst class is: 1. (3) Reactant: Br[CH2:2][C:3]1[CH:4]=[C:5]([N:13]2[C:17]([CH3:18])=[N:16][N:15]=[N:14]2)[CH:6]=[C:7]([C:9]([F:12])([F:11])[F:10])[CH:8]=1.[OH:19][CH2:20][C:21]1([C:34]2[CH:39]=[CH:38][CH:37]=[CH:36][CH:35]=2)[CH2:26][CH2:25][N:24]([C:27]([O:29][C:30]([CH3:33])([CH3:32])[CH3:31])=[O:28])[CH2:23][CH2:22]1.[H-].[Na+]. Product: [CH3:18][C:17]1[N:13]([C:5]2[CH:4]=[C:3]([CH:8]=[C:7]([C:9]([F:12])([F:11])[F:10])[CH:6]=2)[CH2:2][O:19][CH2:20][C:21]2([C:34]3[CH:35]=[CH:36][CH:37]=[CH:38][CH:39]=3)[CH2:26][CH2:25][N:24]([C:27]([O:29][C:30]([CH3:32])([CH3:33])[CH3:31])=[O:28])[CH2:23][CH2:22]2)[N:14]=[N:15][N:16]=1. The catalyst class is: 35. (4) Reactant: [C:1]1([CH:7]([CH:12]2[CH2:16][CH2:15][CH2:14][O:13]2)[NH:8][C:9]([NH2:11])=[O:10])[CH:6]=[CH:5][CH:4]=[CH:3][CH:2]=1. Product: [C:1]1([C@@H:7]([C@@H:12]2[CH2:16][CH2:15][CH2:14][O:13]2)[NH:8][C:9]([NH2:11])=[O:10])[CH:2]=[CH:3][CH:4]=[CH:5][CH:6]=1. The catalyst class is: 5. (5) Reactant: [H-].[Na+].[CH3:3][C:4]1([CH3:18])[CH2:9][C:8](=[O:10])[CH2:7][C:6](=[O:11])[CH:5]1[C:12]1[CH:17]=[CH:16][CH:15]=[CH:14][CH:13]=1.[F:19][C:20]([F:31])([F:30])[C:21]1[CH:26]=[CH:25][CH:24]=[C:23]([N:27]=[C:28]=[O:29])[CH:22]=1. Product: [F:19][C:20]([F:30])([F:31])[C:21]1[CH:22]=[C:23]([NH:27][C:28]([CH:7]2[C:8](=[O:10])[CH2:9][C:4]([CH3:18])([CH3:3])[CH:5]([C:12]3[CH:17]=[CH:16][CH:15]=[CH:14][CH:13]=3)[C:6]2=[O:11])=[O:29])[CH:24]=[CH:25][CH:26]=1. The catalyst class is: 7. (6) Reactant: [CH2:1]([O:3][C:4]([C:6]1[N:7]([CH3:16])[C:8]2[C:13]([CH:14]=1)=[CH:12][C:11]([NH2:15])=[CH:10][CH:9]=2)=[O:5])[CH3:2].C(N(C(C)C)CC)(C)C.[C:26]([O:29][C:30]1[C:31](=[CH:35][CH:36]=[CH:37][CH:38]=1)[C:32](Cl)=[O:33])(=[O:28])[CH3:27]. Product: [CH2:1]([O:3][C:4]([C:6]1[N:7]([CH3:16])[C:8]2[C:13]([CH:14]=1)=[CH:12][C:11]([NH:15][C:32](=[O:33])[C:31]1[CH:35]=[CH:36][CH:37]=[CH:38][C:30]=1[O:29][C:26](=[O:28])[CH3:27])=[CH:10][CH:9]=2)=[O:5])[CH3:2]. The catalyst class is: 2.